The task is: Predict the reactants needed to synthesize the given product.. This data is from Full USPTO retrosynthesis dataset with 1.9M reactions from patents (1976-2016). (1) Given the product [NH:1]([C:39]([O:41][C:42]([CH3:44])([CH3:43])[CH3:45])=[O:40])[C@@H:2]([C:10]([NH:12][C@@H:13]([C:21]([NH:23][C@@H:24]([C:29]([OH:31])=[O:30])[CH2:25][CH:26]([CH3:28])[CH3:27])=[O:22])[CH2:14][C:15]1[CH:16]=[CH:17][CH:18]=[CH:19][CH:20]=1)=[O:11])[CH2:3][C:4]1[CH:9]=[CH:8][CH:7]=[CH:6][CH:5]=1, predict the reactants needed to synthesize it. The reactants are: [NH:1]([C:39]([O:41][C:42]([CH3:45])([CH3:44])[CH3:43])=[O:40])[C@@H:2]([C:10]([NH:12][C@@H:13]([C:21]([NH:23][C@@H:24]([C:29]([O:31]CC1C=CC=CC=1)=[O:30])[CH2:25][CH:26]([CH3:28])[CH3:27])=[O:22])[CH2:14][C:15]1[CH:20]=[CH:19][CH:18]=[CH:17][CH:16]=1)=[O:11])[CH2:3][C:4]1[CH:9]=[CH:8][CH:7]=[CH:6][CH:5]=1. (2) The reactants are: CNC(O[C:6]1[C:15]2C(=CC=CC=2)C=C[CH:7]=1)=O.[C:16]([O:22][CH2:23][CH3:24])(=[O:21])[CH2:17][CH2:18][C:19]#[CH:20].C(Br)C=C. Given the product [C:16]([O:22][CH2:23][CH3:24])(=[O:21])[CH2:17][CH2:18][C:19]#[C:20][CH2:15][CH:6]=[CH2:7], predict the reactants needed to synthesize it. (3) Given the product [CH2:24]([O:26][C:27]([CH:28]1[CH:20]([OH:21])[C:19]2[C:18]3[C:13](=[CH:14][CH:15]=[C:16]([O:22][CH3:23])[CH:17]=3)[N:12]=[CH:11][C:10]=2[S:9][CH2:29]1)=[O:30])[CH3:25], predict the reactants needed to synthesize it. The reactants are: N12CCN(CC1)CC2.[SH:9][C:10]1[CH:11]=[N:12][C:13]2[C:18]([C:19]=1[CH2:20][OH:21])=[CH:17][C:16]([O:22][CH3:23])=[CH:15][CH:14]=2.[CH2:24]([O:26][C:27](=[O:30])[CH:28]=[CH2:29])[CH3:25]. (4) Given the product [CH3:19][O:20][C:21](=[O:28])[CH2:22][CH2:23][CH2:24][CH2:25][CH2:26][O:18][C:11]1[CH:12]=[CH:13][C:14]([N+:15]([O-:17])=[O:16])=[C:9]([NH:8][C:5]2[CH:4]=[CH:3][C:2]([CH3:1])=[CH:7][CH:6]=2)[CH:10]=1, predict the reactants needed to synthesize it. The reactants are: [CH3:1][C:2]1[CH:7]=[CH:6][C:5]([NH:8][C:9]2[CH:10]=[C:11]([OH:18])[CH:12]=[CH:13][C:14]=2[N+:15]([O-:17])=[O:16])=[CH:4][CH:3]=1.[CH3:19][O:20][C:21](=[O:28])[CH2:22][CH2:23][CH2:24][CH2:25][CH2:26]Br. (5) The reactants are: [O:1]=[C:2]1[NH:7][C:6]2[CH:8]=[C:9]([C:11]3[CH:16]=[CH:15][CH:14]=[CH:13][CH:12]=3)[S:10][C:5]=2[C:4](=[O:17])[N:3]1[CH:18]1[CH2:23][CH2:22][N:21]([C:24]([O:26][C:27]([CH3:30])([CH3:29])[CH3:28])=[O:25])[CH2:20][CH2:19]1.Cl[CH2:32][C:33]1[O:34][CH:35]=[C:36]([CH2:38][CH3:39])[N:37]=1.C(=O)([O-])[O-].[K+].[K+]. Given the product [CH2:38]([C:36]1[N:37]=[C:33]([CH2:32][N:7]2[C:6]3[CH:8]=[C:9]([C:11]4[CH:16]=[CH:15][CH:14]=[CH:13][CH:12]=4)[S:10][C:5]=3[C:4](=[O:17])[N:3]([CH:18]3[CH2:23][CH2:22][N:21]([C:24]([O:26][C:27]([CH3:30])([CH3:29])[CH3:28])=[O:25])[CH2:20][CH2:19]3)[C:2]2=[O:1])[O:34][CH:35]=1)[CH3:39], predict the reactants needed to synthesize it.